This data is from Reaction yield outcomes from USPTO patents with 853,638 reactions. The task is: Predict the reaction yield, written as a fraction of the theoretical maximum amount of product (1.0 means a 100% yield; for example, 0.34 means a 34% yield). (1) The yield is 0.995. The product is [Br:8][C:3]1[CH:4]=[CH:5][C:6]([O:7][Si:14]([C:17]([CH3:20])([CH3:19])[CH3:18])([CH3:16])[CH3:15])=[CH:1][CH:2]=1. The catalyst is ClCCCl. The reactants are [CH:1]1[C:6]([OH:7])=[CH:5][CH:4]=[C:3]([Br:8])[CH:2]=1.N1C=CN=C1.[Si:14](Cl)([C:17]([CH3:20])([CH3:19])[CH3:18])([CH3:16])[CH3:15].[NH4+].[Cl-]. (2) The reactants are [CH3:1][C:2]1[CH:8]=[CH:7][C:5]([NH2:6])=[CH:4][C:3]=1[C:9]([F:12])([F:11])[F:10].N1C=CC=CC=1.Cl[C:20]([O:22][CH2:23][C:24]1[CH:29]=[CH:28][CH:27]=[CH:26][CH:25]=1)=[O:21].[Br:30]N1C(=O)CCC1=O. The catalyst is C(Cl)Cl. The product is [CH2:23]([O:22][C:20](=[O:21])[NH:6][C:5]1[CH:7]=[CH:8][C:2]([CH2:1][Br:30])=[C:3]([C:9]([F:10])([F:11])[F:12])[CH:4]=1)[C:24]1[CH:29]=[CH:28][CH:27]=[CH:26][CH:25]=1. The yield is 0.270. (3) The reactants are [CH2:1]([O:8][C:9]1[CH:10]=[C:11]([N:20]([C:25]([O:27][C:28]([CH3:31])([CH3:30])[CH3:29])=[O:26])[CH2:21][CH2:22][CH:23]=[O:24])[C:12]([I:19])=[C:13]2[C:18]=1[N:17]=[CH:16][CH:15]=[CH:14]2)[C:2]1[CH:7]=[CH:6][CH:5]=[CH:4][CH:3]=1.CCN(CC)CC.[CH3:39][C:40](OC(C)=O)=[O:41]. The catalyst is CN(C1C=CN=CC=1)C.C1COCC1. The product is [C:40]([O:24][CH:23]=[CH:22][CH2:21][N:20]([C:11]1[C:12]([I:19])=[C:13]2[C:18](=[C:9]([O:8][CH2:1][C:2]3[CH:7]=[CH:6][CH:5]=[CH:4][CH:3]=3)[CH:10]=1)[N:17]=[CH:16][CH:15]=[CH:14]2)[C:25]([O:27][C:28]([CH3:31])([CH3:30])[CH3:29])=[O:26])(=[O:41])[CH3:39]. The yield is 0.810. (4) The reactants are [CH3:1][O:2][C:3]([C:5]1[CH:6]=[C:7]([CH:11]=[CH:12][CH:13]=1)[C:8](O)=[O:9])=[O:4].C(Cl)(=O)C([Cl:17])=O.CN(C)C=O. The catalyst is ClCCl. The product is [Cl:17][C:8]([C:7]1[CH:6]=[C:5]([CH:13]=[CH:12][CH:11]=1)[C:3]([O:2][CH3:1])=[O:4])=[O:9]. The yield is 0.870. (5) The reactants are Br[CH2:2][C:3]1[C:11]2[O:10][CH:9]=[CH:8][C:7]=2[CH:6]=[C:5]([N+:12]([O-:14])=[O:13])[CH:4]=1.C([O-])([O-])=O.[K+].[K+].[CH3:21][CH:22]1[NH:27][CH2:26][CH2:25][N:24]([C:28]([O:30][C:31]([CH3:34])([CH3:33])[CH3:32])=[O:29])[CH2:23]1. The catalyst is CC#N. The product is [CH3:21][CH:22]1[N:27]([CH2:2][C:3]2[C:11]3[O:10][CH:9]=[CH:8][C:7]=3[CH:6]=[C:5]([N+:12]([O-:14])=[O:13])[CH:4]=2)[CH2:26][CH2:25][N:24]([C:28]([O:30][C:31]([CH3:32])([CH3:34])[CH3:33])=[O:29])[CH2:23]1. The yield is 0.780.